This data is from Reaction yield outcomes from USPTO patents with 853,638 reactions. The task is: Predict the reaction yield, written as a fraction of the theoretical maximum amount of product (1.0 means a 100% yield; for example, 0.34 means a 34% yield). (1) The reactants are [OH:1][C@H:2]1[CH2:7][CH2:6][C@H:5]([NH:8][C:9]([C@H:11]2[CH2:16][CH2:15][CH2:14][N:13]([S:17]([C:20]3[CH:25]=[CH:24][CH:23]=[CH:22][CH:21]=3)(=[O:19])=[O:18])[CH2:12]2)=[O:10])[CH2:4][CH2:3]1.[N:26]1[CH:31]=[CH:30][C:29](O)=[CH:28][CH:27]=1.C1(P(C2C=CC=CC=2)C2C=CC=CC=2)C=CC=CC=1.N(C(OCC)=O)=NC(OCC)=O. The catalyst is O1CCCC1. The product is [C:20]1([S:17]([N:13]2[CH2:14][CH2:15][CH2:16][C@H:11]([C:9]([NH:8][CH:5]3[CH2:6][CH2:7][CH:2]([O:1][C:29]4[CH:30]=[CH:31][N:26]=[CH:27][CH:28]=4)[CH2:3][CH2:4]3)=[O:10])[CH2:12]2)(=[O:19])=[O:18])[CH:21]=[CH:22][CH:23]=[CH:24][CH:25]=1. The yield is 0.0630. (2) The reactants are [F:1][C:2]1[CH:7]=[CH:6][C:5]([N:8]2[C:16]3[C:11](=[CH:12][C:13](I)=[CH:14][CH:15]=3)[CH:10]=[N:9]2)=[CH:4][CH:3]=1.C([Mg]Br)(C)C.[Li]CCCC.[O:28]1[CH2:33][CH2:32][C:31](=[O:34])[CH2:30][CH2:29]1. The catalyst is C1COCC1. The product is [F:1][C:2]1[CH:7]=[CH:6][C:5]([N:8]2[C:16]3[C:11](=[CH:12][C:13]([C:31]4([OH:34])[CH2:32][CH2:33][O:28][CH2:29][CH2:30]4)=[CH:14][CH:15]=3)[CH:10]=[N:9]2)=[CH:4][CH:3]=1. The yield is 0.390. (3) The reactants are [C:1]1([N:7]2[CH:11]=[C:10]([C:12]([O:14]CC)=O)[C:9]([C:17]([F:20])([F:19])[F:18])=[N:8]2)[CH:6]=[CH:5][CH:4]=[CH:3][CH:2]=1.[CH2:21]([NH2:24])[CH2:22][NH2:23]. No catalyst specified. The product is [NH2:23][CH2:22][CH2:21][NH:24][C:12]([C:10]1[C:9]([C:17]([F:18])([F:19])[F:20])=[N:8][N:7]([C:1]2[CH:2]=[CH:3][CH:4]=[CH:5][CH:6]=2)[CH:11]=1)=[O:14]. The yield is 0.990. (4) The reactants are [CH3:1][C:2]1[CH:11]=[C:10]([CH2:12][O:13][C:14]2[CH:19]=[CH:18][C:17]([S:20]([NH:23][C@H:24]3[CH2:29][CH2:28][CH2:27][CH2:26][C@H:25]3[C:30](O)=[O:31])(=[O:22])=[O:21])=[CH:16][CH:15]=2)[C:9]2[C:4](=[CH:5][CH:6]=[CH:7][CH:8]=2)[N:3]=1.[NH2:33][OH:34]. No catalyst specified. The product is [OH:34][NH:33][C:30]([C@@H:25]1[CH2:26][CH2:27][CH2:28][CH2:29][C@@H:24]1[NH:23][S:20]([C:17]1[CH:16]=[CH:15][C:14]([O:13][CH2:12][C:10]2[C:9]3[C:4](=[CH:5][CH:6]=[CH:7][CH:8]=3)[N:3]=[C:2]([CH3:1])[CH:11]=2)=[CH:19][CH:18]=1)(=[O:22])=[O:21])=[O:31]. The yield is 0.460. (5) The reactants are [F:1][C:2]([F:25])([F:24])[C:3]1[CH:4]=[C:5]([NH:13][C:14](=[O:23])[C:15]2[CH:20]=[C:19]([Cl:21])[CH:18]=[CH:17][C:16]=2[OH:22])[CH:6]=[C:7]([C:9]([F:12])([F:11])[F:10])[CH:8]=1.N1C=CC=CC=1.[C:32](Cl)(=[O:34])[CH3:33]. The catalyst is O1CCCC1. The product is [C:32]([O:22][C:16]1[CH:17]=[CH:18][C:19]([Cl:21])=[CH:20][C:15]=1[C:14]([NH:13][C:5]1[CH:6]=[C:7]([C:9]([F:10])([F:11])[F:12])[CH:8]=[C:3]([C:2]([F:1])([F:24])[F:25])[CH:4]=1)=[O:23])(=[O:34])[CH3:33]. The yield is 0.830.